This data is from Forward reaction prediction with 1.9M reactions from USPTO patents (1976-2016). The task is: Predict the product of the given reaction. (1) The product is: [CH:1]([N:4]1[C:8]([C:9]2[N:10]=[C:11]3[C:17]4[CH:18]=[CH:19][C:20]([C:22]5[N:26]([CH:27]6[CH2:32][CH2:31][CH2:30][N:29]([C:33]([CH3:40])([CH3:39])[CH2:34][OH:35])[CH2:28]6)[N:25]=[CH:24][CH:23]=5)=[CH:21][C:16]=4[O:15][CH2:14][CH2:13][N:12]3[CH:41]=2)=[N:7][C:6]([CH3:42])=[N:5]1)([CH3:3])[CH3:2]. Given the reactants [CH:1]([N:4]1[C:8]([C:9]2[N:10]=[C:11]3[C:17]4[CH:18]=[CH:19][C:20]([C:22]5[N:26]([CH:27]6[CH2:32][CH2:31][CH2:30][N:29]([C:33]([CH3:40])([CH3:39])[C:34](OCC)=[O:35])[CH2:28]6)[N:25]=[CH:24][CH:23]=5)=[CH:21][C:16]=4[O:15][CH2:14][CH2:13][N:12]3[CH:41]=2)=[N:7][C:6]([CH3:42])=[N:5]1)([CH3:3])[CH3:2].[H-].[Al+3].[Li+].[H-].[H-].[H-], predict the reaction product. (2) Given the reactants [F:1][C:2]1[CH:7]=[CH:6][C:5]([C:8]2[N:9]=[C:10]([CH:13]=[CH:14][C:15]([OH:17])=O)[S:11][CH:12]=2)=[CH:4][CH:3]=1.[CH:18]([NH:21][CH:22]([CH3:24])[CH3:23])([CH3:20])[CH3:19].C(N(CC)CC)C.CN(C(ON1N=NC2C=CC=NC1=2)=[N+](C)C)C.F[P-](F)(F)(F)(F)F, predict the reaction product. The product is: [F:1][C:2]1[CH:3]=[CH:4][C:5]([C:8]2[N:9]=[C:10]([CH:13]=[CH:14][C:15]([N:21]([CH:22]([CH3:24])[CH3:23])[CH:18]([CH3:20])[CH3:19])=[O:17])[S:11][CH:12]=2)=[CH:6][CH:7]=1. (3) Given the reactants [CH2:1]([O:3][C:4](=[O:23])[C:5]1[C:10](Cl)=[CH:9][C:8]([C:12]2[C:17]([CH2:18][CH3:19])=[CH:16][CH:15]=[CH:14][C:13]=2[CH2:20][CH3:21])=[N:7][C:6]=1[CH3:22])[CH3:2].[CH3:24]B(O)O.C(=O)([O-])[O-].[Na+].[Na+], predict the reaction product. The product is: [CH2:1]([O:3][C:4](=[O:23])[C:5]1[C:10]([CH3:24])=[CH:9][C:8]([C:12]2[C:17]([CH2:18][CH3:19])=[CH:16][CH:15]=[CH:14][C:13]=2[CH2:20][CH3:21])=[N:7][C:6]=1[CH3:22])[CH3:2].